Dataset: TCR-epitope binding with 47,182 pairs between 192 epitopes and 23,139 TCRs. Task: Binary Classification. Given a T-cell receptor sequence (or CDR3 region) and an epitope sequence, predict whether binding occurs between them. (1) The epitope is LLSAGIFGA. The TCR CDR3 sequence is CASSSRTGELFF. Result: 0 (the TCR does not bind to the epitope). (2) The epitope is RLRAEAQVK. Result: 1 (the TCR binds to the epitope). The TCR CDR3 sequence is CASSLRGGQPQHF. (3) The epitope is FLKEKGGL. The TCR CDR3 sequence is CASSSNPGTSGGYSYEQYF. Result: 1 (the TCR binds to the epitope). (4) The epitope is FRYMNSQGL. The TCR CDR3 sequence is CASSQDRRDTYTYEQYF. Result: 0 (the TCR does not bind to the epitope). (5) The epitope is KAYNVTQAF. The TCR CDR3 sequence is CASSQGQRNEQFF. Result: 1 (the TCR binds to the epitope). (6) The epitope is KLWAQCVQL. The TCR CDR3 sequence is CASSHTLRLANQETQYF. Result: 1 (the TCR binds to the epitope). (7) The TCR CDR3 sequence is CASRGTGNQPQHF. The epitope is RQLLFVVEV. Result: 1 (the TCR binds to the epitope).